From a dataset of Reaction yield outcomes from USPTO patents with 853,638 reactions. Predict the reaction yield, written as a fraction of the theoretical maximum amount of product (1.0 means a 100% yield; for example, 0.34 means a 34% yield). (1) The reactants are [F:1][C:2]1[CH:9]=[CH:8][C:5]([CH2:6][NH2:7])=[CH:4][CH:3]=1.C(N(C(C)C)CC)(C)C.CN1CCCC1=O.Cl[C:27]1[N:32]=[C:31]([NH:33][C:34]2[CH:39]=[CH:38][CH:37]=[CH:36][CH:35]=2)[N:30]=[C:29]([NH:40][C:41]2[CH:46]=[CH:45][CH:44]=[CH:43][CH:42]=2)[N:28]=1. The catalyst is C(#N)C. The product is [C:41]1([NH:40][C:29]2[N:30]=[C:31]([NH:33][C:34]3[CH:35]=[CH:36][CH:37]=[CH:38][CH:39]=3)[N:32]=[C:27]([NH:7][CH2:6][C:5]3[CH:8]=[CH:9][C:2]([F:1])=[CH:3][CH:4]=3)[N:28]=2)[CH:46]=[CH:45][CH:44]=[CH:43][CH:42]=1. The yield is 0.450. (2) The reactants are [CH3:1][O:2][C:3]1[CH:34]=[C:33]([O:35][CH3:36])[CH:32]=[CH:31][C:4]=1[CH2:5][N:6]1[C:11]([C:12]2[CH:17]=[CH:16][C:15](/[CH:18]=[CH:19]/OCC)=[CH:14][CH:13]=2)=[C:10]([CH2:23][CH3:24])[C:9]([OH:25])=[C:8]([C:26]([O:28][CH3:29])=[O:27])[C:7]1=[O:30].Cl.O1CCOCC1.[CH3:44][NH:45][CH3:46].[BH-](OC(C)=O)(OC(C)=O)OC(C)=O.[Na+]. The catalyst is O.ClCCl. The product is [CH3:1][O:2][C:3]1[CH:34]=[C:33]([O:35][CH3:36])[CH:32]=[CH:31][C:4]=1[CH2:5][N:6]1[C:11]([C:12]2[CH:17]=[CH:16][C:15]([CH2:18][CH2:19][N:45]([CH3:46])[CH3:44])=[CH:14][CH:13]=2)=[C:10]([CH2:23][CH3:24])[C:9]([OH:25])=[C:8]([C:26]([O:28][CH3:29])=[O:27])[C:7]1=[O:30]. The yield is 0.300. (3) The reactants are Br[C:2]1[N:3]=[C:4]([C:9]2[NH:13][C:12]3[CH:14]=[C:15]([CH3:18])[CH:16]=[CH:17][C:11]=3[N:10]=2)[C:5]([NH2:8])=[N:6][CH:7]=1.B([C:22]1[CH:30]=[CH:29][C:25]([C:26]([OH:28])=[O:27])=[CH:24][CH:23]=1)(O)O.C([O-])([O-])=O.[Na+].[Na+].N#N. The catalyst is CC#N.C1C=CC([P]([Pd]([P](C2C=CC=CC=2)(C2C=CC=CC=2)C2C=CC=CC=2)([P](C2C=CC=CC=2)(C2C=CC=CC=2)C2C=CC=CC=2)[P](C2C=CC=CC=2)(C2C=CC=CC=2)C2C=CC=CC=2)(C2C=CC=CC=2)C2C=CC=CC=2)=CC=1.O. The product is [NH2:8][C:5]1[N:6]=[CH:7][C:2]([C:22]2[CH:30]=[CH:29][C:25]([C:26]([OH:28])=[O:27])=[CH:24][CH:23]=2)=[N:3][C:4]=1[C:9]1[NH:13][C:12]2[CH:14]=[C:15]([CH3:18])[CH:16]=[CH:17][C:11]=2[N:10]=1. The yield is 0.620. (4) The reactants are Br[C:2]1[N:6]2[N:7]=[C:8]([NH:11][CH2:12][CH2:13][CH2:14][CH3:15])[CH:9]=[CH:10][C:5]2=[N:4][CH:3]=1.[NH2:16][CH2:17][C:18]1[CH:23]=[CH:22][C:21](B(O)[OH:25])=[CH:20][CH:19]=1.P([O-])([O-])([O-])=O.[K+].[K+].[K+].[CH2:35]([CH2:38][O:39]C)OC.O. The catalyst is C1C=CC(P(C2C=CC=CC=2)[C-]2C=CC=C2)=CC=1.C1C=CC(P(C2C=CC=CC=2)[C-]2C=CC=C2)=CC=1.Cl[Pd]Cl.[Fe+2]. The product is [C:38]([OH:39])(=[O:25])[CH3:35].[NH2:16][CH2:17][C:18]1[CH:23]=[CH:22][C:21]([C:2]2[N:6]3[N:7]=[C:8]([NH:11][CH2:12][CH2:13][CH2:14][CH3:15])[CH:9]=[CH:10][C:5]3=[N:4][CH:3]=2)=[CH:20][CH:19]=1. The yield is 0.100.